Dataset: Full USPTO retrosynthesis dataset with 1.9M reactions from patents (1976-2016). Task: Predict the reactants needed to synthesize the given product. Given the product [C:10]1([C@H:16]([NH:18][CH:4]([CH3:6])[C:3]([O:8][CH3:9])=[O:7])[CH3:17])[CH:15]=[CH:14][CH:13]=[CH:12][CH:11]=1, predict the reactants needed to synthesize it. The reactants are: CO.[C:3]([O:8][CH3:9])(=[O:7])[C:4]([CH3:6])=O.[C:10]1([C@H:16]([NH2:18])[CH3:17])[CH:15]=[CH:14][CH:13]=[CH:12][CH:11]=1.C(=O)(O)[O-].[Na+].